From a dataset of Forward reaction prediction with 1.9M reactions from USPTO patents (1976-2016). Predict the product of the given reaction. (1) Given the reactants [N:1]1[CH:6]=[CH:5][CH:4]=[CH:3][C:2]=1[C:7]([NH2:9])=O.C(O[CH:15]([N:19]([CH3:21])C)[N:16](C)C)(C)(C)C.[O-]CC.[Na+].C(O)C.NC(N)=[S:31], predict the reaction product. The product is: [N:1]1[CH:6]=[CH:5][CH:4]=[CH:3][C:2]=1[C:7]1[N:9]=[CH:21][N:19]=[C:15]([SH:31])[N:16]=1. (2) The product is: [Cl:1][C:2]1[C:3]([C:27]2[C:35]3[C:30](=[CH:31][CH:32]=[CH:33][CH:34]=3)[NH:29][CH:28]=2)=[N:4][C:5]([NH:8][C:9]2[C:10]([O:25][CH3:26])=[CH:11][C:12]([N:18]3[CH2:21][CH:20]([N:22]([CH3:24])[CH3:23])[CH2:19]3)=[C:13]([NH2:15])[CH:14]=2)=[N:6][CH:7]=1. Given the reactants [Cl:1][C:2]1[C:3]([C:27]2[C:35]3[C:30](=[CH:31][CH:32]=[CH:33][CH:34]=3)[NH:29][CH:28]=2)=[N:4][C:5]([NH:8][C:9]2[CH:14]=[C:13]([N+:15]([O-])=O)[C:12]([N:18]3[CH2:21][CH:20]([N:22]([CH3:24])[CH3:23])[CH2:19]3)=[CH:11][C:10]=2[O:25][CH3:26])=[N:6][CH:7]=1.[NH4+].[Cl-], predict the reaction product. (3) Given the reactants [F:1][C:2]([F:17])([S:13]([O-:16])(=[O:15])=[O:14])[C:3]([F:12])([F:11])[C:4]([F:10])([F:9])[C:5]([F:8])([F:7])[F:6].[OH:18][C:19]1[CH:24]=[CH:23][C:22]([S+:25]([C:36]2[CH:41]=[CH:40][C:39]([C:42]([CH3:45])([CH3:44])[CH3:43])=[CH:38][CH:37]=2)[C:26]2[CH:31]=[CH:30][C:29]([C:32]([CH3:35])([CH3:34])[CH3:33])=[CH:28][CH:27]=2)=[CH:21][CH:20]=1.C(=O)([O-])[O-].[K+].[K+].CN(C)CCN(C)C.[CH:60]([O:62][CH2:63][CH2:64]Cl)=[CH2:61], predict the reaction product. The product is: [F:17][C:2]([F:1])([S:13]([O-:16])(=[O:15])=[O:14])[C:3]([F:11])([F:12])[C:4]([F:10])([F:9])[C:5]([F:8])([F:7])[F:6].[CH:60]([O:62][CH2:63][CH2:64][O:18][C:19]1[CH:24]=[CH:23][C:22]([S+:25]([C:36]2[CH:37]=[CH:38][C:39]([C:42]([CH3:45])([CH3:44])[CH3:43])=[CH:40][CH:41]=2)[C:26]2[CH:31]=[CH:30][C:29]([C:32]([CH3:35])([CH3:34])[CH3:33])=[CH:28][CH:27]=2)=[CH:21][CH:20]=1)=[CH2:61]. (4) Given the reactants [Cl:1][C:2]1[CH:7]=[CH:6][CH:5]=[CH:4][C:3]=1[S:8]([NH:11][C:12]1[C:17]([C:18]2[CH:23]=[CH:22][C:21]([CH2:24]Cl)=[CH:20][CH:19]=2)=[N:16][CH:15]=[CH:14][N:13]=1)(=[O:10])=[O:9].[CH2:26]([C:28]1[NH:29][C:30]2[CH:36]=[CH:35][CH:34]=[CH:33][C:31]=2[N:32]=1)[CH3:27], predict the reaction product. The product is: [Cl:1][C:2]1[CH:7]=[CH:6][CH:5]=[CH:4][C:3]=1[S:8]([NH:11][C:12]1[C:17]([C:18]2[CH:23]=[CH:22][C:21]([CH2:24][N:29]3[C:30]4[CH:36]=[CH:35][CH:34]=[CH:33][C:31]=4[N:32]=[C:28]3[CH2:26][CH3:27])=[CH:20][CH:19]=2)=[N:16][CH:15]=[CH:14][N:13]=1)(=[O:9])=[O:10]. (5) Given the reactants [Li+].[OH-].[CH3:3][O:4][C:5]1[CH:31]=[CH:30][C:8]([CH2:9][NH:10][C:11]2[C:20](/[CH:21]=[C:22](\[CH3:28])/[C:23]([O:25]CC)=[O:24])=[CH:19][C:18]3[C:13](=[CH:14][CH:15]=[C:16]([Br:29])[CH:17]=3)[N:12]=2)=[CH:7][CH:6]=1.C1COCC1, predict the reaction product. The product is: [CH3:3][O:4][C:5]1[CH:6]=[CH:7][C:8]([CH2:9][NH:10][C:11]2[C:20](/[CH:21]=[C:22](\[CH3:28])/[C:23]([OH:25])=[O:24])=[CH:19][C:18]3[C:13](=[CH:14][CH:15]=[C:16]([Br:29])[CH:17]=3)[N:12]=2)=[CH:30][CH:31]=1.